This data is from Reaction yield outcomes from USPTO patents with 853,638 reactions. The task is: Predict the reaction yield, written as a fraction of the theoretical maximum amount of product (1.0 means a 100% yield; for example, 0.34 means a 34% yield). (1) The reactants are [CH2:1]([O:8][C:9]1[CH:16]=[C:15]([NH:17][NH2:18])[CH:14]=[CH:13][C:10]=1[C:11]#[N:12])[C:2]1[CH:7]=[CH:6][CH:5]=[CH:4][CH:3]=1.[CH:19]1([CH:24]=[C:25]2[CH2:34][CH2:33][C:32]3[CH:31]=[C:30]([C:35]([O:37][CH3:38])=[O:36])[CH:29]=[CH:28][C:27]=3[C:26]2=O)[CH2:23][CH2:22][CH2:21][CH2:20]1. The catalyst is Cl.C(O)C. The product is [CH2:1]([O:8][C:9]1[CH:16]=[C:15]([N:17]2[CH:24]([CH:19]3[CH2:20][CH2:21][CH2:22][CH2:23]3)[CH:25]3[C:26]([C:27]4[CH:28]=[CH:29][C:30]([C:35]([O:37][CH3:38])=[O:36])=[CH:31][C:32]=4[CH2:33][CH2:34]3)=[N:18]2)[CH:14]=[CH:13][C:10]=1[C:11]#[N:12])[C:2]1[CH:3]=[CH:4][CH:5]=[CH:6][CH:7]=1. The yield is 0.960. (2) The reactants are [Cl:1][C:2]1[CH:7]=[CH:6][C:5]([S:8]([N:11]([C:15]2[C:16]([C:22]([C:24]3[CH:29]=[CH:28][N:27]=[C:26]([N:30]=CN(C)C)[CH:25]=3)=[O:23])=[N:17][CH:18]=[C:19]([CH3:21])[CH:20]=2)COC)(=[O:10])=[O:9])=[CH:4][C:3]=1[C:35]([F:38])([F:37])[F:36].C([O-])(O)=O.[Na+]. The catalyst is OS(O)(=O)=O.C(O)(C(F)(F)F)=O.O. The product is [NH2:30][C:26]1[CH:25]=[C:24]([C:22]([C:16]2[C:15]([NH:11][S:8]([C:5]3[CH:6]=[CH:7][C:2]([Cl:1])=[C:3]([C:35]([F:37])([F:38])[F:36])[CH:4]=3)(=[O:10])=[O:9])=[CH:20][C:19]([CH3:21])=[CH:18][N:17]=2)=[O:23])[CH:29]=[CH:28][N:27]=1. The yield is 0.630. (3) The catalyst is C(#N)C. The product is [F:31][C:29]1[CH:28]=[CH:27][C:26]([N+:32]([O-:34])=[O:33])=[C:25]([NH:2][C@@H:3]2[CH2:4][CH2:5][C@H:6]([C:9]([NH:11][CH:12]([CH3:14])[CH3:13])=[O:10])[CH2:7][CH2:8]2)[CH:30]=1. The yield is 0.840. The reactants are Cl.[NH2:2][C@@H:3]1[CH2:8][CH2:7][C@H:6]([C:9]([NH:11][CH:12]([CH3:14])[CH3:13])=[O:10])[CH2:5][CH2:4]1.CCN(C(C)C)C(C)C.F[C:25]1[CH:30]=[C:29]([F:31])[CH:28]=[CH:27][C:26]=1[N+:32]([O-:34])=[O:33]. (4) The product is [CH3:18][C:6]1[N:5]=[C:4]2[S:19][C:20]3[CH2:25][CH2:24][CH2:23][CH2:22][C:21]=3[C:3]2=[C:2]([C:42]2[C:33]([Cl:32])=[C:34]3[C:39](=[CH:40][CH:41]=2)[O:38][CH2:37][CH2:36][CH2:35]3)[C:7]=1[CH:8]([O:13][C:14]([CH3:17])([CH3:16])[CH3:15])[C:9]([O:11][CH3:12])=[O:10]. The reactants are I[C:2]1[C:7]([CH:8]([O:13][C:14]([CH3:17])([CH3:16])[CH3:15])[C:9]([O:11][CH3:12])=[O:10])=[C:6]([CH3:18])[N:5]=[C:4]2[S:19][C:20]3[CH2:25][CH2:24][CH2:23][CH2:22][C:21]=3[C:3]=12.C(=O)([O-])[O-].[K+].[K+].[Cl:32][C:33]1[C:42](B2OC(C)(C)C(C)(C)O2)=[CH:41][CH:40]=[C:39]2[C:34]=1[CH2:35][CH2:36][CH2:37][O:38]2.C(OCC)(=O)C. The yield is 0.340. The catalyst is COCCOC.O.[Pd].C1(P(C2C=CC=CC=2)C2C=CC=CC=2)C=CC=CC=1.C1(P(C2C=CC=CC=2)C2C=CC=CC=2)C=CC=CC=1.C1(P(C2C=CC=CC=2)C2C=CC=CC=2)C=CC=CC=1.C1(P(C2C=CC=CC=2)C2C=CC=CC=2)C=CC=CC=1. (5) The reactants are [Cl:1][CH2:2][CH2:3][CH2:4][O:5][C:6]1[C:11]([O:12][CH3:13])=[CH:10][C:9]([C:14](=[O:20])/[CH:15]=[CH:16]/N(C)C)=[C:8]([N+:21]([O-])=O)[CH:7]=1. The catalyst is C(O)(=O)C. The product is [Cl:1][CH2:2][CH2:3][CH2:4][O:5][C:6]1[CH:7]=[C:8]2[C:9]([C:14](=[O:20])[CH:15]=[CH:16][NH:21]2)=[CH:10][C:11]=1[O:12][CH3:13]. The yield is 0.650. (6) The reactants are C([O:8][CH2:9][CH:10]([O:20][CH2:21][N:22]1[CH:29]=[C:28]([I:30])[C:26](=[O:27])[NH:25][C:23]1=[O:24])[CH2:11][O:12]CC1C=CC=CC=1)C1C=CC=CC=1.B(Cl)(Cl)Cl.CO.[NH4+].[OH-]. The catalyst is C(Cl)Cl. The product is [OH:12][CH2:11][CH:10]([O:20][CH2:21][N:22]1[CH:29]=[C:28]([I:30])[C:26](=[O:27])[NH:25][C:23]1=[O:24])[CH2:9][OH:8]. The yield is 0.650.